From a dataset of Forward reaction prediction with 1.9M reactions from USPTO patents (1976-2016). Predict the product of the given reaction. Given the reactants [CH3:1][C:2]1[O:6][C:5]([C:7]2[CH:12]=[CH:11][CH:10]=[CH:9][CH:8]=2)=[N:4][C:3]=1[CH2:13][C:14]([NH:16][CH2:17][C@@H:18]1[O:23][CH2:22][CH2:21][NH:20][CH2:19]1)=[O:15].C(N1CCO[C@H](CNC(=O)CC2N=C(C3C=CC=CC=3)OC=2C)C1)C1C=CC=CC=1, predict the reaction product. The product is: [CH3:1][C:2]1[O:6][C:5]([C:7]2[CH:12]=[CH:11][CH:10]=[CH:9][CH:8]=2)=[N:4][C:3]=1[CH2:13][C:14]([NH:16][CH2:17][C@H:18]1[O:23][CH2:22][CH2:21][NH:20][CH2:19]1)=[O:15].